Dataset: HIV replication inhibition screening data with 41,000+ compounds from the AIDS Antiviral Screen. Task: Binary Classification. Given a drug SMILES string, predict its activity (active/inactive) in a high-throughput screening assay against a specified biological target. The molecule is NC(CCC(=O)OCc1ccccc1)C(=O)NC(CCC(=O)OCc1ccccc1)C(=O)O. The result is 1 (active).